From a dataset of Catalyst prediction with 721,799 reactions and 888 catalyst types from USPTO. Predict which catalyst facilitates the given reaction. (1) Reactant: [CH2:1]([O:3][N:4]1[C:16]2[C:15]3[CH:14]=[CH:13][CH:12]=[CH:11][C:10]=3[N:9]=[CH:8][C:7]=2[N:6]=[CH:5]1)[CH3:2].ClC1C=C(C=CC=1)C(OO)=[O:22].C(=O)(O)[O-].[Na+]. Product: [CH2:1]([O:3][N:4]1[C:16]2[C:15]3[CH:14]=[CH:13][CH:12]=[CH:11][C:10]=3[N+:9]([O-:22])=[CH:8][C:7]=2[N:6]=[CH:5]1)[CH3:2]. The catalyst class is: 4. (2) Reactant: Br[CH2:2][C:3]([O:5][C:6]([CH3:9])([CH3:8])[CH3:7])=[O:4].[OH:10][C:11]1[CH:12]=[C:13]([CH:18]=[CH:19][CH:20]=1)[C:14]([O:16][CH3:17])=[O:15].C(=O)([O-])[O-].[K+].[K+]. Product: [C:6]([O:5][C:3](=[O:4])[CH2:2][O:10][C:11]1[CH:20]=[CH:19][CH:18]=[C:13]([C:14]([O:16][CH3:17])=[O:15])[CH:12]=1)([CH3:9])([CH3:8])[CH3:7]. The catalyst class is: 3.